Dataset: Full USPTO retrosynthesis dataset with 1.9M reactions from patents (1976-2016). Task: Predict the reactants needed to synthesize the given product. (1) Given the product [C:1]([C:5]1[CH:6]=[C:7]([C:18]2[CH:19]=[N:20][C:21]([C:24]([F:27])([F:25])[F:26])=[CH:22][CH:23]=2)[C:8]([O:14][CH2:15][O:16][CH3:17])=[C:9]([C:11](=[O:13])[CH3:12])[CH:10]=1)([CH3:2])([CH3:3])[CH3:4], predict the reactants needed to synthesize it. The reactants are: [C:1]([C:5]1[CH:6]=[C:7]([C:18]2[CH:19]=[N:20][C:21]([C:24]([F:27])([F:26])[F:25])=[CH:22][CH:23]=2)[C:8]([O:14][CH2:15][O:16][CH3:17])=[C:9]([CH:11]([OH:13])[CH3:12])[CH:10]=1)([CH3:4])([CH3:3])[CH3:2].C(=O)(O)[O-].[Na+].CC(OI1(OC(C)=O)(OC(C)=O)OC(=O)C2C=CC=CC1=2)=O.S([O-])([O-])=O.[Na+].[Na+]. (2) Given the product [F:40][C:41]1[CH:42]=[C:43]([C:2]2[CH:3]=[CH:4][C:5]([CH2:6][N:7]3[C:11]4[CH:12]=[CH:13][C:14]([O:16][CH2:17][C:18]5[CH:27]=[CH:26][C:25]6[C:20](=[CH:21][CH:22]=[CH:23][CH:24]=6)[N:19]=5)=[CH:15][C:10]=4[N:9]=[C:8]3[C@@H:28]3[C@H:30]([C:31]([OH:33])=[O:32])[C:29]3([CH3:36])[CH3:37])=[CH:38][CH:39]=2)[CH:44]=[CH:45][C:46]=1[F:47], predict the reactants needed to synthesize it. The reactants are: Br[C:2]1[CH:39]=[CH:38][C:5]([CH2:6][N:7]2[C:11]3[CH:12]=[CH:13][C:14]([O:16][CH2:17][C:18]4[CH:27]=[CH:26][C:25]5[C:20](=[CH:21][CH:22]=[CH:23][CH:24]=5)[N:19]=4)=[CH:15][C:10]=3[N:9]=[C:8]2[C@@H:28]2[C@H:30]([C:31]([O:33]CC)=[O:32])[C:29]2([CH3:37])[CH3:36])=[CH:4][CH:3]=1.[F:40][C:41]1[CH:42]=[C:43](B(O)O)[CH:44]=[CH:45][C:46]=1[F:47]. (3) Given the product [F:8][C:4]1[CH:5]=[CH:6][CH:7]=[C:2]([F:1])[C:3]=1[C:9]1[S:10][CH:11]=[C:12]([C:14]([NH:25][C:26]2[CH:27]=[N:28][C:29]3[C:34]([C:35]=2[N:36]2[CH2:41][CH2:40][CH2:39][C@H:38]([NH:42][C:43](=[O:49])[O:44][C:45]([CH3:47])([CH3:46])[CH3:48])[CH2:37]2)=[CH:33][CH:32]=[CH:31][CH:30]=3)=[O:16])[N:13]=1, predict the reactants needed to synthesize it. The reactants are: [F:1][C:2]1[CH:7]=[CH:6][CH:5]=[C:4]([F:8])[C:3]=1[C:9]1[S:10][CH:11]=[C:12]([C:14]([OH:16])=O)[N:13]=1.ClC(N(C)C)=C(C)C.[NH2:25][C:26]1[CH:27]=[N:28][C:29]2[C:34]([C:35]=1[N:36]1[CH2:41][CH2:40][CH2:39][C@H:38]([NH:42][C:43](=[O:49])[O:44][C:45]([CH3:48])([CH3:47])[CH3:46])[CH2:37]1)=[CH:33][CH:32]=[CH:31][CH:30]=2.N1C=CC=CC=1.